From a dataset of Forward reaction prediction with 1.9M reactions from USPTO patents (1976-2016). Predict the product of the given reaction. (1) Given the reactants [CH3:1][N:2]([CH3:9])[CH:3]1[CH2:7][CH2:6][S:5][C:4]1=[O:8].[OH:10]P(O)(O)=O.[N:15]1[CH:20]=[CH:19][CH:18]=[CH:17][C:16]=1[S:21][S:21][C:16]1[CH:17]=[CH:18][CH:19]=[CH:20][N:15]=1, predict the reaction product. The product is: [CH3:1][N:2]([CH3:9])[CH:3]([CH2:7][CH2:6][S:5][S:21][C:16]1[CH:17]=[CH:18][CH:19]=[CH:20][N:15]=1)[C:4]([OH:10])=[O:8]. (2) Given the reactants O/[C:2](=[C:4]1\[C:5](=[O:17])[NH:6][C:7](=[O:16])[CH2:8][CH:9]\1[C:10]1[CH:15]=[CH:14][CH:13]=[CH:12][CH:11]=1)/[CH3:3].[NH2:18][CH2:19][C:20]1[CH:21]=[CH:22][C:23]([O:27][CH3:28])=[C:24]([OH:26])[CH:25]=1.C([O-])(=O)C.[Na+], predict the reaction product. The product is: [OH:26][C:24]1[CH:25]=[C:20]([CH:21]=[CH:22][C:23]=1[O:27][CH3:28])[CH2:19][NH:18]/[C:2](=[C:4]1\[C:5](=[O:17])[NH:6][C:7](=[O:16])[CH2:8][CH:9]\1[C:10]1[CH:15]=[CH:14][CH:13]=[CH:12][CH:11]=1)/[CH3:3]. (3) Given the reactants [CH3:1][C:2]1([CH3:63])[C@@H:5]([C:6]([O:8][C@H:9]2[CH2:26][CH2:25][C@@:24]3([CH3:27])[C@@H:11]([CH2:12][CH2:13][C@:14]4([CH3:50])[C@@H:23]3[CH2:22][CH2:21][C@H:20]3[C@@:15]4([CH3:49])[CH2:16][CH2:17][C@@:18]4([C:34](=[O:48])[NH:35][C@@H:36]5[CH2:39][C@H:38]([C:40]6[O:41][C:42]([CH3:45])=[N:43][N:44]=6)[C:37]5([CH3:47])[CH3:46])[CH2:30][CH2:29][C@@H:28]([C:31]([CH3:33])=[CH2:32])[C@@H:19]43)[C:10]2([CH3:52])[CH3:51])=[O:7])[CH2:4][C@H:3]1[C:53]([O:55]CC1C=CC=CC=1)=[O:54].C(N(CC)CC)C.C([SiH](CC)CC)C, predict the reaction product. The product is: [CH3:46][C:37]1([CH3:47])[C@@H:38]([C:40]2[O:41][C:42]([CH3:45])=[N:43][N:44]=2)[CH2:39][C@H:36]1[NH:35][C:34]([C@:18]12[CH2:30][CH2:29][C@@H:28]([C:31]([CH3:33])=[CH2:32])[C@@H:19]1[C@@H:20]1[C@@:15]([CH3:49])([CH2:16][CH2:17]2)[C@@:14]2([CH3:50])[C@@H:23]([C@:24]3([CH3:27])[C@@H:11]([CH2:12][CH2:13]2)[C:10]([CH3:51])([CH3:52])[C@@H:9]([O:8][C:6]([C@H:5]2[CH2:4][C@@H:3]([C:53]([OH:55])=[O:54])[C:2]2([CH3:63])[CH3:1])=[O:7])[CH2:26][CH2:25]3)[CH2:22][CH2:21]1)=[O:48]. (4) Given the reactants Br[C:2]1[CH:3]=[C:4]2[C:8](=[CH:9][CH:10]=1)[NH:7][CH:6]=[C:5]2[CH3:11].[Cu][C:13]#[N:14], predict the reaction product. The product is: [CH3:11][C:5]1[C:4]2[C:8](=[CH:9][CH:10]=[C:2]([C:13]#[N:14])[CH:3]=2)[NH:7][CH:6]=1. (5) Given the reactants [N:1]([CH2:4][C:5]([OH:7])=O)=[N+:2]=[N-:3].[NH2:8][C@@H:9]1[C:15](=[O:16])[N:14]2[C@H:10]1[S:11][C:12]([CH3:22])([CH3:21])[C@@H:13]2[C:17]([O:19][CH3:20])=[O:18].CN(C(ON1N=NC2C=CC=NC1=2)=[N+](C)C)C.F[P-](F)(F)(F)(F)F.C1N=CN(C(N2C=NC=C2)=O)C=1.CN1CCOCC1, predict the reaction product. The product is: [N:1]([CH2:4][C:5]([NH:8][C@@H:9]1[C:15](=[O:16])[N:14]2[C@H:10]1[S:11][C:12]([CH3:22])([CH3:21])[C@@H:13]2[C:17]([O:19][CH3:20])=[O:18])=[O:7])=[N+:2]=[N-:3].